From a dataset of Forward reaction prediction with 1.9M reactions from USPTO patents (1976-2016). Predict the product of the given reaction. Given the reactants Cl.O1CCOCC1.[NH2:8][C:9]1[N:18]=[C:17]([NH2:19])[C:16]2[C:11](=[CH:12][CH:13]=[C:14]([CH2:21][NH:22][C:23]3[CH:45]=[C:44]([O:46][CH3:47])[C:26]([O:27][CH2:28][C:29]([NH:31][C@H:32]([C:37]([O:39]C(C)(C)C)=[O:38])[CH2:33][CH:34]([CH3:36])[CH3:35])=[O:30])=[C:25]([O:48][CH3:49])[CH:24]=3)[C:15]=2[CH3:20])[N:10]=1, predict the reaction product. The product is: [NH2:8][C:9]1[N:18]=[C:17]([NH2:19])[C:16]2[C:11](=[CH:12][CH:13]=[C:14]([CH2:21][NH:22][C:23]3[CH:45]=[C:44]([O:46][CH3:47])[C:26]([O:27][CH2:28][C:29]([NH:31][C@H:32]([C:37]([OH:39])=[O:38])[CH2:33][CH:34]([CH3:36])[CH3:35])=[O:30])=[C:25]([O:48][CH3:49])[CH:24]=3)[C:15]=2[CH3:20])[N:10]=1.